Predict the reaction yield, written as a fraction of the theoretical maximum amount of product (1.0 means a 100% yield; for example, 0.34 means a 34% yield). From a dataset of Reaction yield outcomes from USPTO patents with 853,638 reactions. (1) The reactants are C([O:5][C:6]1[CH:11]=[CH:10][C:9]([C@H:12]([NH2:14])[CH3:13])=[CH:8][CH:7]=1)(C)(C)C.[OH-].[Na+]. The catalyst is Cl. The product is [NH2:14][C@@H:12]([C:9]1[CH:10]=[CH:11][C:6]([OH:5])=[CH:7][CH:8]=1)[CH3:13]. The yield is 0.630. (2) The reactants are C([O-])(=O)C.[Na+].[OH:6][C:7]1[C:12]([C:13]#[N:14])=[C:11]([C:15]([F:18])([F:17])[F:16])[CH:10]=[C:9]([CH3:19])[N:8]=1. The catalyst is [Pd].[Pt](=O)=O.C(O)(=O)C. The product is [NH2:14][CH2:13][C:12]1[C:7](=[O:6])[NH:8][C:9]([CH3:19])=[CH:10][C:11]=1[C:15]([F:16])([F:17])[F:18]. The yield is 0.400. (3) The reactants are [Br:1][C:2]1[CH:15]=[CH:14][C:5]2[N:6]=[C:7]([CH:9]3[CH2:12][C:11](=O)[CH2:10]3)[S:8][C:4]=2[CH:3]=1.[CH3:16][C@@H:17]1[CH2:21][CH2:20][CH2:19][NH:18]1.N1C=CC=CC=1.B. The catalyst is ClCCl.C(O)C. The product is [Br:1][C:2]1[CH:15]=[CH:14][C:5]2[N:6]=[C:7]([C@H:9]3[CH2:12][C@@H:11]([N:18]4[CH2:19][CH2:20][CH2:21][C@H:17]4[CH3:16])[CH2:10]3)[S:8][C:4]=2[CH:3]=1. The yield is 0.0900. (4) The reactants are [H-].[Na+].CN(C)C=O.[NH:8]1[CH:12]=[CH:11][CH:10]=[N:9]1.[CH:13]([C:17]1[C:18]([Cl:34])=[N:19][C:20](S(C)(=O)=O)=[N:21][C:22]=1[N:23]1[CH2:28][CH2:27][CH:26]([CH3:29])[CH2:25][CH2:24]1)([CH2:15][CH3:16])[CH3:14]. The catalyst is O. The product is [CH:13]([C:17]1[C:18]([Cl:34])=[N:19][C:20]([N:8]2[CH:12]=[CH:11][CH:10]=[N:9]2)=[N:21][C:22]=1[N:23]1[CH2:28][CH2:27][CH:26]([CH3:29])[CH2:25][CH2:24]1)([CH2:15][CH3:16])[CH3:14]. The yield is 0.950. (5) The reactants are Br[CH2:2][C:3]([N:5]1[CH2:11][C:10]2[CH:12]=[CH:13][CH:14]=[CH:15][C:9]=2[O:8][C:7]2[CH:16]=[CH:17][CH:18]=[CH:19][C:6]1=2)=[O:4].[OH:20][C:21]1[CH:30]=[CH:29][C:24]([C:25]([O:27][CH3:28])=[O:26])=[CH:23][CH:22]=1.C(=O)([O-])[O-].[Cs+].[Cs+]. The catalyst is C(#N)C.C(OCC)(=O)C. The product is [CH:12]1[C:10]2[CH2:11][N:5]([C:3](=[O:4])[CH2:2][O:20][C:21]3[CH:22]=[CH:23][C:24]([C:25]([O:27][CH3:28])=[O:26])=[CH:29][CH:30]=3)[C:6]3[CH:19]=[CH:18][CH:17]=[CH:16][C:7]=3[O:8][C:9]=2[CH:15]=[CH:14][CH:13]=1. The yield is 0.320.